Dataset: hERG Central: cardiac toxicity at 1µM, 10µM, and general inhibition. Task: Predict hERG channel inhibition at various concentrations. (1) The molecule is O=C(CN1CCN(C(=O)C2CCC2)CC1)Nc1ccc(F)cc1. Results: hERG_inhib (hERG inhibition (general)): blocker. (2) The drug is COc1ccc(CN2CCOCCOCCOCC2)cc1. Results: hERG_inhib (hERG inhibition (general)): blocker. (3) The compound is Cc1nc2c(-c3ccc(F)cc3)c(C)nn2c(C)c1CCC(=O)N1CCC2(CC1)OCCO2. Results: hERG_inhib (hERG inhibition (general)): blocker. (4) The drug is CCOC(=O)C1CCN(C(=O)CNC(=O)c2nn(-c3ccc(OC)c(Cl)c3)c(=O)c3ccccc23)CC1. Results: hERG_inhib (hERG inhibition (general)): blocker. (5) The molecule is CC1(C)Cc2ccccc2-c2nnc(SCC(=O)N3CCN(c4ccccc4)CC3)n21. Results: hERG_inhib (hERG inhibition (general)): blocker.